This data is from Full USPTO retrosynthesis dataset with 1.9M reactions from patents (1976-2016). The task is: Predict the reactants needed to synthesize the given product. (1) Given the product [F:1][C:2]1[CH:25]=[CH:24][C:5]([C:6]([NH:8][C@@H:9]([CH2:10][CH2:11][CH2:12][C:13]([NH:69][C@@H:67]2[CH2:68][C@H:66]2[C:63]2[CH:64]=[CH:65][C:60]([F:59])=[CH:61][CH:62]=2)=[O:15])[C:16]([N:18]2[CH2:23][CH2:22][O:21][CH2:20][CH2:19]2)=[O:17])=[O:7])=[CH:4][CH:3]=1, predict the reactants needed to synthesize it. The reactants are: [F:1][C:2]1[CH:25]=[CH:24][C:5]([C:6]([NH:8][C@H:9]([C:16]([N:18]2[CH2:23][CH2:22][O:21][CH2:20][CH2:19]2)=[O:17])[CH2:10][CH2:11][CH2:12][C:13]([OH:15])=O)=[O:7])=[CH:4][CH:3]=1.CN(C(ON1N=NC2C=CC=NC1=2)=[N+](C)C)C.F[P-](F)(F)(F)(F)F.CCN(C(C)C)C(C)C.[F:59][C:60]1[CH:65]=[CH:64][C:63]([C@@H:66]2[CH2:68][C@H:67]2[NH2:69])=[CH:62][CH:61]=1. (2) The reactants are: [CH3:1][C:2]1[CH:7]=[C:6]([C:8]([F:17])([C:13]([F:16])([F:15])[F:14])[C:9]([F:12])([F:11])[F:10])[CH:5]=[C:4]([CH3:18])[C:3]=1[NH:19][C:20](=[O:31])[C:21]1[CH:26]=[CH:25][C:24](F)=[C:23]([N+:28]([O-:30])=[O:29])[CH:22]=1.[CH3:32][NH:33][CH3:34].O. Given the product [CH3:32][N:33]([CH3:34])[C:24]1[CH:25]=[CH:26][C:21]([C:20]([NH:19][C:3]2[C:2]([CH3:1])=[CH:7][C:6]([C:8]([F:17])([C:13]([F:14])([F:16])[F:15])[C:9]([F:12])([F:10])[F:11])=[CH:5][C:4]=2[CH3:18])=[O:31])=[CH:22][C:23]=1[N+:28]([O-:30])=[O:29], predict the reactants needed to synthesize it. (3) Given the product [Br:1][C:2]1[CH:3]=[CH:4][C:5]([O:10][CH2:17][CH2:18][CH2:19][CH2:20][CH2:21][CH2:22][CH2:23][CH3:24])=[C:6]([CH:9]=1)[CH:7]=[O:8], predict the reactants needed to synthesize it. The reactants are: [Br:1][C:2]1[CH:9]=[C:6]([CH:7]=[O:8])[C:5]([OH:10])=[CH:4][CH:3]=1.C(=O)([O-])[O-].[K+].[K+].[CH2:17](Br)[CH2:18][CH2:19][CH2:20][CH2:21][CH2:22][CH2:23][CH3:24].O.